Dataset: Full USPTO retrosynthesis dataset with 1.9M reactions from patents (1976-2016). Task: Predict the reactants needed to synthesize the given product. (1) Given the product [Br:1]/[C:12](/[C:7]1[CH:6]=[CH:5][C:4]([Cl:3])=[C:9]([O:10][CH3:11])[N:8]=1)=[CH:13]\[C@@H:14]1[NH:18][C:17](=[O:19])[CH2:16][CH2:15]1, predict the reactants needed to synthesize it. The reactants are: [Br:1]Br.[Cl:3][C:4]1[CH:5]=[CH:6][C:7](/[CH:12]=[CH:13]\[C@@H:14]2[NH:18][C:17](=[O:19])[CH2:16][CH2:15]2)=[N:8][C:9]=1[O:10][CH3:11]. (2) Given the product [C:14]([O:17][C:18](=[O:19])[NH:7][C:6]1[CH:8]=[CH:9][C:3]([O:2][CH3:1])=[CH:4][C:5]=1[N+:10]([O-:12])=[O:11])([CH3:16])([CH3:15])[CH3:13], predict the reactants needed to synthesize it. The reactants are: [CH3:1][O:2][C:3]1[CH:9]=[CH:8][C:6]([NH2:7])=[C:5]([N+:10]([O-:12])=[O:11])[CH:4]=1.[CH3:13][C:14]([O:17][C:18](O[C:18]([O:17][C:14]([CH3:16])([CH3:15])[CH3:13])=[O:19])=[O:19])([CH3:16])[CH3:15].C(O)(C(F)(F)F)=O.